The task is: Regression. Given a peptide amino acid sequence and an MHC pseudo amino acid sequence, predict their binding affinity value. This is MHC class II binding data.. This data is from Peptide-MHC class II binding affinity with 134,281 pairs from IEDB. The peptide sequence is DGDLKRLRDLNQAVN. The MHC is H-2-IAb with pseudo-sequence H-2-IAb. The binding affinity (normalized) is 0.0219.